Dataset: Rat liver microsome stability data. Task: Regression/Classification. Given a drug SMILES string, predict its absorption, distribution, metabolism, or excretion properties. Task type varies by dataset: regression for continuous measurements (e.g., permeability, clearance, half-life) or binary classification for categorical outcomes (e.g., BBB penetration, CYP inhibition). Dataset: rlm. (1) The drug is Cc1nc(-c2cc3cc(Oc4ccccc4)cc(Br)c3[nH]2)sc1C(=O)O. The result is 0 (unstable in rat liver microsomes). (2) The molecule is COc1cccc(-c2csc(NC(=O)c3ccncc3NS(=O)(=O)c3ccc(C)cc3)n2)c1. The result is 1 (stable in rat liver microsomes).